Task: Regression. Given a peptide amino acid sequence and an MHC pseudo amino acid sequence, predict their binding affinity value. This is MHC class I binding data.. Dataset: Peptide-MHC class I binding affinity with 185,985 pairs from IEDB/IMGT (1) The peptide sequence is LPRPDTRHL. The MHC is H-2-Ld with pseudo-sequence H-2-Ld. The binding affinity (normalized) is 0. (2) The peptide sequence is YHSNVKEL. The MHC is Mamu-B17 with pseudo-sequence Mamu-B17. The binding affinity (normalized) is 0. (3) The peptide sequence is WLKGNISPV. The MHC is HLA-A31:01 with pseudo-sequence HLA-A31:01. The binding affinity (normalized) is 0.0847. (4) The peptide sequence is EFCDMLRLI. The MHC is H-2-Kd with pseudo-sequence H-2-Kd. The binding affinity (normalized) is 0. (5) The peptide sequence is INQLFRVL. The MHC is H-2-Db with pseudo-sequence H-2-Db. The binding affinity (normalized) is 0. (6) The binding affinity (normalized) is 0.256. The MHC is HLA-A02:03 with pseudo-sequence HLA-A02:03. The peptide sequence is TTYQRTRAL. (7) The peptide sequence is TFTYASALW. The MHC is HLA-A26:01 with pseudo-sequence HLA-A26:01. The binding affinity (normalized) is 0.175. (8) The peptide sequence is YLQAKSQVL. The MHC is HLA-B58:01 with pseudo-sequence HLA-B58:01. The binding affinity (normalized) is 0.0847.